Dataset: Full USPTO retrosynthesis dataset with 1.9M reactions from patents (1976-2016). Task: Predict the reactants needed to synthesize the given product. (1) Given the product [F:1][C:2]1[CH:7]=[CH:6][C:5]([O:8][C:29]2[CH:30]=[CH:31][CH:32]=[CH:12][C:13]=2[C:14]([NH:16][C:17]2[CH:22]=[CH:21][CH:20]=[CH:19][C:18]=2/[CH:23]=[CH:24]/[C:25]([O:27][CH3:28])=[O:26])=[O:15])=[C:4]([O:9][CH3:10])[CH:3]=1, predict the reactants needed to synthesize it. The reactants are: [F:1][C:2]1[CH:7]=[CH:6][C:5]([OH:8])=[C:4]([O:9][CH3:10])[CH:3]=1.Br[C:12]1[CH:32]=[CH:31][CH:30]=[CH:29][C:13]=1[C:14]([NH:16][C:17]1[CH:22]=[CH:21][CH:20]=[CH:19][C:18]=1/[CH:23]=[CH:24]/[C:25]([O:27][CH3:28])=[O:26])=[O:15].C([O-])([O-])=O.[K+].[K+].CCOC(C)=O. (2) The reactants are: [F:1][C:2]1[CH:7]=[CH:6][C:5]([N:8]=[C:9]=[O:10])=[CH:4][C:3]=1[N+:11]([O-:13])=[O:12].[F:14][C:15]([F:24])([F:23])[C:16]1[CH:17]=[C:18]([CH:20]=[CH:21][CH:22]=1)[NH2:19]. Given the product [F:1][C:2]1[CH:7]=[CH:6][C:5]([NH:8][C:9]([NH:19][C:18]2[CH:20]=[CH:21][CH:22]=[C:16]([C:15]([F:14])([F:23])[F:24])[CH:17]=2)=[O:10])=[CH:4][C:3]=1[N+:11]([O-:13])=[O:12], predict the reactants needed to synthesize it. (3) Given the product [C:32]([CH2:31][O:30][C:29]1[CH:35]=[CH:36][C:26]([NH:25][C:23]([CH:13]2[NH:12][CH:11]([CH2:37][C:38]([CH3:41])([CH3:40])[CH3:39])[C:10]3([C:5]4[C:6](=[CH:7][C:2]([Cl:77])=[CH:3][CH:4]=4)[NH:8][C:9]3=[O:42])[CH:14]2[C:15]2[CH:20]=[CH:19][CH:18]=[C:17]([Cl:21])[C:16]=2[F:22])=[O:24])=[CH:27][CH:28]=1)(=[O:33])[NH2:76], predict the reactants needed to synthesize it. The reactants are: Cl[C:2]1[CH:7]=[C:6]2[NH:8][C:9](=[O:42])[C@:10]3([C@@H:14]([C:15]4[CH:20]=[CH:19][CH:18]=[C:17]([Cl:21])[C:16]=4[F:22])[C@H:13]([C:23]([NH:25][C:26]4[CH:36]=[CH:35][C:29]([O:30][CH2:31][C:32](O)=[O:33])=[CH:28][CH:27]=4)=[O:24])[NH:12][C@H:11]3[CH2:37][C:38]([CH3:41])([CH3:40])[CH3:39])[C:5]2=[CH:4][CH:3]=1.C(N(CC)C(C)C)(C)C.F[P-](F)(F)(F)(F)F.N1(OC(N(C)C)=[N+](C)C)C2N=CC=CC=2N=N1.[NH4+:76].[Cl-:77]. (4) Given the product [NH2:24][C:22]1[N:23]=[C:19]2[N:20]([C:11]([CH2:10][C:8]3[CH:7]=[CH:6][C:5]4[O:1][CH2:2][O:3][C:4]=4[CH:9]=3)=[N:12][C:13]3[CH:14]=[C:15]([F:26])[CH:16]=[C:17]([NH:55][CH2:54][CH2:53][OH:52])[C:18]=32)[N:21]=1, predict the reactants needed to synthesize it. The reactants are: [O:1]1[C:5]2[CH:6]=[CH:7][C:8]([CH2:10][C:11]3[N:20]4[N:21]=[C:22]([NH2:24])[N:23]=[C:19]4[C:18]4[C:17](F)=[CH:16][C:15]([F:26])=[CH:14][C:13]=4[N:12]=3)=[CH:9][C:4]=2[O:3][CH2:2]1.O1C2C=CC(CC3N4N=C(N)N=C4C4C=CC(F)=CC=4N=3)=CC=2OC1.[OH:52][CH2:53][CH2:54][NH2:55]. (5) The reactants are: [CH3:1][C:2](=[CH2:6])[CH2:3][CH2:4]Br.BrCCBr.[Mg].CC(=C)CC[Mg]Br.Br[CH2:20][C:21]([CH2:23][CH2:24][Cl:25])=[CH2:22].[Cl-].[NH4+]. Given the product [CH3:1][C:2](=[CH2:6])[CH2:3][CH2:4][CH2:22][C:21](=[CH2:20])[CH2:23][CH2:24][Cl:25], predict the reactants needed to synthesize it. (6) Given the product [CH3:1][C:2]1[CH:11]=[CH:10][C:9]2[CH:8]=[CH:7][C:6]3[N:12]=[CH:16][CH:14]=[N:13][C:5]=3[C:4]=2[N:3]=1, predict the reactants needed to synthesize it. The reactants are: [CH3:1][C:2]1[CH:11]=[CH:10][C:9]2[C:4](=[C:5]([NH2:13])[C:6]([NH2:12])=[CH:7][CH:8]=2)[N:3]=1.[CH:14]([CH:16]=O)=O. (7) The reactants are: [Cl:1][C:2]1[CH:9]=[CH:8][CH:7]=[C:6]([Cl:10])[C:3]=1C=O.ClN1C(=[O:17])CCC1=O.[ClH:19].C[N:21]([CH:23]=O)C. Given the product [Cl:19][O:17][N:21]=[CH:23][C:3]1[C:2]([Cl:1])=[CH:9][CH:8]=[CH:7][C:6]=1[Cl:10], predict the reactants needed to synthesize it. (8) Given the product [F:1][C:2]([S:5][C:6]1[CH:7]=[CH:8][C:9]([NH:12][C@H:13]2[CH2:18][CH2:17][C@H:16]([O:19][CH2:36][C:35]([OH:38])=[O:34])[CH2:15][CH2:14]2)=[CH:10][CH:11]=1)([F:4])[F:3], predict the reactants needed to synthesize it. The reactants are: [F:1][C:2]([S:5][C:6]1[CH:11]=[CH:10][C:9]([NH:12][C@H:13]2[CH2:18][CH2:17][C@H:16]([OH:19])[CH2:15][CH2:14]2)=[CH:8][CH:7]=1)([F:4])[F:3].C[Si]([N-][Si](C)(C)C)(C)C.[Li+].C([O:34][C:35](=[O:38])[CH2:36]Br)(C)(C)C.FC(F)(F)C(O)=O. (9) Given the product [ClH:35].[ClH:35].[NH:8]1[CH2:13][CH2:12][CH:11]([CH2:14][NH:15][C:16]([C:18]2[CH:38]=[CH:37][C:21]3[N:22]([CH3:36])[C:23]([NH:25][C:26]4[S:27][C:28]5[CH:34]=[C:33]([Cl:35])[CH:32]=[CH:31][C:29]=5[N:30]=4)=[N:24][C:20]=3[CH:19]=2)=[O:17])[CH2:10][CH2:9]1, predict the reactants needed to synthesize it. The reactants are: C(OC([N:8]1[CH2:13][CH2:12][CH:11]([CH2:14][NH:15][C:16]([C:18]2[CH:38]=[CH:37][C:21]3[N:22]([CH3:36])[C:23]([NH:25][C:26]4[S:27][C:28]5[CH:34]=[C:33]([Cl:35])[CH:32]=[CH:31][C:29]=5[N:30]=4)=[N:24][C:20]=3[CH:19]=2)=[O:17])[CH2:10][CH2:9]1)=O)(C)(C)C.